Task: Predict the product of the given reaction.. Dataset: Forward reaction prediction with 1.9M reactions from USPTO patents (1976-2016) (1) Given the reactants Cl[C:2]1[N:7]=[C:6]([NH:8][CH:9]2[CH2:11][CH2:10]2)[N:5]=[C:4]([C:12]2[CH:17]=[C:16]([O:18][CH3:19])[CH:15]=[C:14]([Cl:20])[CH:13]=2)[C:3]=1[C:21]#[N:22].[SH:23][CH2:24][C:25]([NH2:27])=[O:26].C(=O)([O-])[O-].[Na+].[Na+].[O-]CC.[Na+], predict the reaction product. The product is: [NH2:22][C:21]1[C:3]2[C:4]([C:12]3[CH:17]=[C:16]([O:18][CH3:19])[CH:15]=[C:14]([Cl:20])[CH:13]=3)=[N:5][C:6]([NH:8][CH:9]3[CH2:11][CH2:10]3)=[N:7][C:2]=2[S:23][C:24]=1[C:25]([NH2:27])=[O:26]. (2) Given the reactants [CH2:1]([C:4]1([S:7]([N:10]2[C:14]3=[CH:15][C:16]4[S:20][CH:19]=[N:18][C:17]=4[C:21]([F:22])=[C:13]3[N:12]([C:23]3[CH:28]=[CH:27][C:26]([Br:29])=[CH:25][C:24]=3[Cl:30])C2=O)(=[O:9])=[O:8])[CH2:6][CH2:5]1)[CH:2]=[CH2:3].C[Si](C)(C)[O-].[K+].[NH4+].[Cl-], predict the reaction product. The product is: [CH2:1]([C:4]1([S:7]([NH:10][C:14]2[C:13]([NH:12][C:23]3[CH:28]=[CH:27][C:26]([Br:29])=[CH:25][C:24]=3[Cl:30])=[C:21]([F:22])[C:17]3[N:18]=[CH:19][S:20][C:16]=3[CH:15]=2)(=[O:9])=[O:8])[CH2:6][CH2:5]1)[CH:2]=[CH2:3]. (3) Given the reactants [CH3:1][C@H:2]1[CH2:7][N:6]([C:8]2[CH:9]=[C:10]([NH2:20])[C:11]([N:14]3[CH2:19][CH2:18][O:17][CH2:16][CH2:15]3)=[N:12][CH:13]=2)[CH2:5][CH2:4][O:3]1.Cl[C:22]1[C:31]2[C:26](=[CH:27][C:28]([F:32])=[CH:29][CH:30]=2)[N:25]=[C:24]([C:33]2[CH:38]=[CH:37][CH:36]=[CH:35][N:34]=2)[C:23]=1[CH3:39].Cl.O1CCOCC1.CN1C(=O)CCC1, predict the reaction product. The product is: [F:32][C:28]1[CH:27]=[C:26]2[C:31]([C:22]([NH:20][C:10]3[C:11]([N:14]4[CH2:15][CH2:16][O:17][CH2:18][CH2:19]4)=[N:12][CH:13]=[C:8]([N:6]4[CH2:5][CH2:4][O:3][C@@H:2]([CH3:1])[CH2:7]4)[CH:9]=3)=[C:23]([CH3:39])[C:24]([C:33]3[CH:38]=[CH:37][CH:36]=[CH:35][N:34]=3)=[N:25]2)=[CH:30][CH:29]=1. (4) Given the reactants [Cl:1][C:2]1[C:10]([O:11][CH2:12][CH2:13][CH2:14]Cl)=[CH:9][C:8]([C:16]2[N:17]([C:32]([O:34][C:35]([CH3:38])([CH3:37])[CH3:36])=[O:33])[C:18]3[C:23]([CH:24]=2)=[CH:22][C:21]([CH2:25][N:26]2[CH2:31][CH2:30][CH2:29][CH2:28][CH2:27]2)=[CH:20][CH:19]=3)=[C:7]2[C:3]=1[CH2:4][NH:5][C:6]2=[O:39].[NH2:40][C:41]([CH3:45])([CH3:44])[CH2:42][OH:43].O, predict the reaction product. The product is: [Cl:1][C:2]1[C:10]([O:11][CH2:12][CH2:13][CH2:14][NH:40][C:41]([CH3:45])([CH3:44])[CH2:42][OH:43])=[CH:9][C:8]([C:16]2[N:17]([C:32]([O:34][C:35]([CH3:38])([CH3:37])[CH3:36])=[O:33])[C:18]3[C:23]([CH:24]=2)=[CH:22][C:21]([CH2:25][N:26]2[CH2:31][CH2:30][CH2:29][CH2:28][CH2:27]2)=[CH:20][CH:19]=3)=[C:7]2[C:3]=1[CH2:4][NH:5][C:6]2=[O:39]. (5) Given the reactants FC(F)(F)C([O-])=O.[F:8][C:9]1[CH:14]=[CH:13][C:12]([C@@H:15]([N:17]2[CH2:22][CH2:21][CH2:20]/[C:19](=[CH:23]\[C:24]3[CH:29]=[CH:28][C:27]([N:30]4[CH:34]=[C:33]([CH3:35])[N+:32]([CH2:36][O:37][P:38]([OH:41])([OH:40])=[O:39])=[CH:31]4)=[C:26]([O:42][CH3:43])[CH:25]=3)/[C:18]2=[O:44])[CH3:16])=[CH:11][CH:10]=1.O, predict the reaction product. The product is: [P:38]([O-:40])([O:37][CH2:36][N:32]1[C:33]([CH3:35])=[CH:34][NH+:30]([C:27]2[CH:28]=[CH:29][C:24](/[CH:23]=[C:19]3/[C:18](=[O:44])[N:17]([C@H:15]([C:12]4[CH:11]=[CH:10][C:9]([F:8])=[CH:14][CH:13]=4)[CH3:16])[CH2:22][CH2:21][CH2:20]/3)=[CH:25][C:26]=2[O:42][CH3:43])[CH2:31]1)([OH:41])=[O:39]. (6) Given the reactants C([NH:8][C@@H:9]([C:13](O)=O)[C@@H:10]([CH3:12])[OH:11])(OC(C)(C)C)=O.[CH3:16][CH:17]([C:19]1[CH:20]=[C:21]([NH2:26])[C:22]([NH2:25])=[CH:23][CH:24]=1)[CH3:18], predict the reaction product. The product is: [NH2:8][C@@H:9]([C:13]1[NH:25][C:22]2[CH:23]=[CH:24][C:19]([CH:17]([CH3:18])[CH3:16])=[CH:20][C:21]=2[N:26]=1)[C@H:10]([OH:11])[CH3:12]. (7) Given the reactants C[O:2][C:3](=[O:39])[CH2:4][CH2:5][CH2:6][CH2:7][C:8]1([C:14]2[CH:19]=[CH:18][C:17]([O:20][CH3:21])=[CH:16][C:15]=2[NH:22][C:23](=[O:38])[C@H:24]([NH:26][C:27](=[O:37])[CH2:28][NH:29][C:30]([O:32][C:33]([CH3:36])([CH3:35])[CH3:34])=[O:31])[CH3:25])[S:13][CH2:12][CH2:11][CH2:10][S:9]1.[Li+].[OH-], predict the reaction product. The product is: [C:33]([O:32][C:30]([NH:29][CH2:28][C:27]([NH:26][C@H:24]([CH3:25])[C:23]([NH:22][C:15]1[CH:16]=[C:17]([O:20][CH3:21])[CH:18]=[CH:19][C:14]=1[C:8]1([CH2:7][CH2:6][CH2:5][CH2:4][C:3]([OH:39])=[O:2])[S:13][CH2:12][CH2:11][CH2:10][S:9]1)=[O:38])=[O:37])=[O:31])([CH3:36])([CH3:34])[CH3:35]. (8) Given the reactants [OH-].[Na+].C([C:11]1[S:15][N:14]([C:16]2[CH:21]=[CH:20][C:19]([CH3:22])=[CH:18][CH:17]=2)[C:13](=[O:23])[CH:12]=1)(=O)C1C=CC=CC=1.O, predict the reaction product. The product is: [C:19]1([CH3:22])[CH:18]=[CH:17][C:16]([N:14]2[C:13](=[O:23])[CH:12]=[CH:11][S:15]2)=[CH:21][CH:20]=1. (9) Given the reactants [CH:1]1[C:13]2[NH:12][C:11]3[C:6](=[CH:7][CH:8]=[CH:9][CH:10]=3)[C:5]=2[CH:4]=[CH:3][CH:2]=1.Br[CH2:15][CH2:16][CH2:17][CH2:18][CH2:19][CH2:20][CH2:21][CH2:22][CH2:23][CH2:24][CH2:25][CH2:26][CH2:27][CH3:28].[OH-].[Na+].C(N1C2C=CC=CC=2C2C1=CC=CC=2)CCCCCC, predict the reaction product. The product is: [CH2:28]([N:12]1[C:11]2[CH:10]=[CH:9][CH:8]=[CH:7][C:6]=2[C:5]2[C:13]1=[CH:1][CH:2]=[CH:3][CH:4]=2)[CH2:27][CH2:26][CH2:25][CH2:24][CH2:23][CH2:22][CH2:21][CH2:20][CH2:19][CH2:18][CH2:17][CH2:16][CH3:15]. (10) Given the reactants [NH:1]1[C:9]2[C:4](=[CH:5][CH:6]=[CH:7][CH:8]=2)[CH:3]=[CH:2]1.[CH3:10][C:11]1([CH3:19])[O:16][C:15](=[O:17])[CH2:14][C:13](=[O:18])[O:12]1.[CH:20](=O)[C:21]1[CH:26]=[CH:25][CH:24]=[CH:23][CH:22]=1.N1CCCC1C(O)=O, predict the reaction product. The product is: [NH:1]1[C:9]2[C:4](=[CH:5][CH:6]=[CH:7][CH:8]=2)[C:3]([CH:20]([C:21]2[CH:26]=[CH:25][CH:24]=[CH:23][CH:22]=2)[CH:14]2[C:15](=[O:17])[O:16][C:11]([CH3:19])([CH3:10])[O:12][C:13]2=[O:18])=[CH:2]1.